From a dataset of Forward reaction prediction with 1.9M reactions from USPTO patents (1976-2016). Predict the product of the given reaction. (1) Given the reactants N(OCCC(C)C)=O.[F:9][C:10]([F:23])([F:22])[O:11][C:12]1[CH:21]=[CH:20][C:15]2[N:16]=[C:17](N)[S:18][C:14]=2[CH:13]=1.[ClH:24], predict the reaction product. The product is: [Cl:24][C:17]1[S:18][C:14]2[CH:13]=[C:12]([O:11][C:10]([F:23])([F:22])[F:9])[CH:21]=[CH:20][C:15]=2[N:16]=1. (2) The product is: [CH2:1]([O:3][C:4]([CH:6]1[CH2:11][CH2:10][N:9]([C:12]2[CH:17]=[CH:16][C:15]([C:18](=[O:28])[NH:19][C:20]3[CH:21]=[C:22]([C:31]4[CH:32]=[CH:33][CH:34]=[CH:35][C:30]=4[F:29])[C:23]([CH3:26])=[CH:24][CH:25]=3)=[CH:14][N:13]=2)[CH2:8][CH2:7]1)=[O:5])[CH3:2]. Given the reactants [CH2:1]([O:3][C:4]([CH:6]1[CH2:11][CH2:10][N:9]([C:12]2[CH:17]=[CH:16][C:15]([C:18](=[O:28])[NH:19][C:20]3[CH:25]=[CH:24][C:23]([CH3:26])=[C:22](I)[CH:21]=3)=[CH:14][N:13]=2)[CH2:8][CH2:7]1)=[O:5])[CH3:2].[F:29][C:30]1[CH:35]=[CH:34][CH:33]=[CH:32][C:31]=1B(O)O.C(OC(C1CCN(C2C=CC(C(=O)NC3C=CC(C4C=CC=CC=4)=C(C)C=3)=CN=2)CC1)=O)C, predict the reaction product. (3) Given the reactants [CH3:1][C@@:2]1([CH2:20][O:21][S:22]([C:25]2[CH:30]=[CH:29][C:28]([CH3:31])=[CH:27][CH:26]=2)(=[O:24])=[O:23])[O:7][C:6]2[C:8](OS(C(F)(F)F)(=O)=O)=[CH:9][CH:10]=[CH:11][C:5]=2[O:4][CH2:3]1.[Cl:32][C:33]1[CH:38]=[CH:37][CH:36]=[CH:35][C:34]=1B(O)O, predict the reaction product. The product is: [Cl:32][C:33]1[CH:38]=[CH:37][CH:36]=[CH:35][C:34]=1[C:8]1[C:6]2[O:7][C@:2]([CH2:20][O:21][S:22]([C:25]3[CH:30]=[CH:29][C:28]([CH3:31])=[CH:27][CH:26]=3)(=[O:24])=[O:23])([CH3:1])[CH2:3][O:4][C:5]=2[CH:11]=[CH:10][CH:9]=1. (4) The product is: [Br:29][C:30]1[CH:35]=[CH:34][C:33]([C:36]2[CH:37]=[N:38][C:39]3[N:40]([C:8]([O:7][C:6]4[CH:5]=[CH:4][C:3]([O:2][CH3:1])=[CH:12][CH:11]=4)=[CH:9][N:42]=3)[N:41]=2)=[CH:32][C:31]=1[F:43]. Given the reactants [CH3:1][O:2][C:3]1[CH:12]=[CH:11][C:6]([O:7][CH2:8][CH:9]=O)=[CH:5][CH:4]=1.N1CCC[C@@H]1C(O)=O.ClN1C(=O)CCC1=O.[Br:29][C:30]1[CH:35]=[CH:34][C:33]([C:36]2[N:41]=[N:40][C:39]([NH2:42])=[N:38][CH:37]=2)=[CH:32][C:31]=1[F:43], predict the reaction product. (5) Given the reactants Br[C:2]1[CH:10]=[CH:9][C:5]([C:6]([OH:8])=[O:7])=[CH:4][C:3]=1[N+:11]([O-:13])=[O:12].[C:14]1(OB(O)O)[CH:19]=[CH:18][CH:17]=[CH:16][CH:15]=1.C(=O)([O-])[O-].[Cs+].[Cs+], predict the reaction product. The product is: [N+:11]([C:3]1[CH:4]=[C:5]([CH:9]=[CH:10][C:2]=1[C:14]1[CH:19]=[CH:18][CH:17]=[CH:16][CH:15]=1)[C:6]([OH:8])=[O:7])([O-:13])=[O:12]. (6) Given the reactants Cl.Cl.[NH2:3][CH2:4][CH2:5][CH2:6][CH2:7][CH2:8][N:9]1[C:19](=[O:20])[C:18]2[N:21]3[C:11](=[CH:12][N:13]=[C:14]3[CH:15]=[CH:16][CH:17]=2)[CH2:10]1.C(N(CC)CC)C.C1C=CC(N([S:36]([C:39]([F:42])([F:41])[F:40])(=[O:38])=[O:37])[S:36]([C:39]([F:42])([F:41])[F:40])(=[O:38])=[O:37])=CC=1, predict the reaction product. The product is: [F:40][C:39]([F:42])([F:41])[S:36]([NH:3][CH2:4][CH2:5][CH2:6][CH2:7][CH2:8][N:9]1[C:19](=[O:20])[C:18]2[N:21]3[C:11](=[CH:12][N:13]=[C:14]3[CH:15]=[CH:16][CH:17]=2)[CH2:10]1)(=[O:38])=[O:37]. (7) Given the reactants C[O:2][C:3](=[O:22])[CH2:4][CH2:5][N:6]1[C:11]2[CH:12]=[C:13]([Cl:17])[CH:14]=[C:15]([CH3:16])[C:10]=2[O:9][C@@H:8]([CH:18]([CH3:20])[CH3:19])[C:7]1=[O:21].[OH-].[Na+], predict the reaction product. The product is: [Cl:17][C:13]1[CH:14]=[C:15]([CH3:16])[C:10]2[O:9][C@@H:8]([CH:18]([CH3:20])[CH3:19])[C:7](=[O:21])[N:6]([CH2:5][CH2:4][C:3]([OH:22])=[O:2])[C:11]=2[CH:12]=1. (8) The product is: [OH:51][C@H:25]([CH2:24][O:23][C:22]1[CH:21]=[CH:20][C:19]([OH:18])=[CH:53][CH:52]=1)[CH2:26][NH:27][CH2:28][CH2:29][C:30]1[CH:50]=[CH:49][C:33]([NH:34][CH:35]2[CH2:36][CH2:37][N:38]([C:41]([C:43]3[S:44][CH:45]=[CH:46][C:47]=3[CH3:48])=[O:42])[CH2:39][CH2:40]2)=[CH:32][CH:31]=1. Given the reactants [Si]([O:18][C:19]1[CH:53]=[CH:52][C:22]([O:23][CH2:24][C@@H:25]([OH:51])[CH2:26][NH:27][CH2:28][CH2:29][C:30]2[CH:50]=[CH:49][C:33]([NH:34][CH:35]3[CH2:40][CH2:39][N:38]([C:41]([C:43]4[S:44][CH:45]=[CH:46][C:47]=4[CH3:48])=[O:42])[CH2:37][CH2:36]3)=[CH:32][CH:31]=2)=[CH:21][CH:20]=1)(C(C)(C)C)(C1C=CC=CC=1)C1C=CC=CC=1, predict the reaction product. (9) Given the reactants [Cl:1][C:2]1[CH:7]=[CH:6][CH:5]=[C:4]([F:8])[C:3]=1[NH:9][C:10]1[NH:11][C:12]2[C:18]3[CH2:19][C:20]([CH3:23])([CH3:22])[O:21][C:17]=3[C:16]([C:24]([NH:26][C:27]3[CH:32]=[CH:31][C:30]([C:33]([F:36])([F:35])[F:34])=[CH:29][CH:28]=3)=[O:25])=[CH:15][C:13]=2[N:14]=1.[CH3:37][S:38]([OH:41])(=[O:40])=[O:39], predict the reaction product. The product is: [CH3:37][S:38]([OH:41])(=[O:40])=[O:39].[Cl:1][C:2]1[CH:7]=[CH:6][CH:5]=[C:4]([F:8])[C:3]=1[NH:9][C:10]1[NH:11][C:12]2[C:18]3[CH2:19][C:20]([CH3:22])([CH3:23])[O:21][C:17]=3[C:16]([C:24]([NH:26][C:27]3[CH:28]=[CH:29][C:30]([C:33]([F:35])([F:36])[F:34])=[CH:31][CH:32]=3)=[O:25])=[CH:15][C:13]=2[N:14]=1. (10) Given the reactants CC(C)([O-])C.[K+].Cl.[NH2:8][OH:9].[C:10]([C:12]1[CH:17]=[C:16]([CH3:18])[C:15]([CH2:19][CH2:20][C:21]([OH:23])=[O:22])=[C:14]([CH2:24][CH3:25])[CH:13]=1)#[N:11], predict the reaction product. The product is: [CH2:24]([C:14]1[CH:13]=[C:12]([C:10](=[NH:11])[NH:8][OH:9])[CH:17]=[C:16]([CH3:18])[C:15]=1[CH2:19][CH2:20][C:21]([OH:23])=[O:22])[CH3:25].